From a dataset of Reaction yield outcomes from USPTO patents with 853,638 reactions. Predict the reaction yield, written as a fraction of the theoretical maximum amount of product (1.0 means a 100% yield; for example, 0.34 means a 34% yield). (1) The reactants are [H-].[Na+].N[C:4]1[CH:9]=CC=[CH:6][CH:5]=1.[CH3:10][C:11]1[CH2:15][C:14]([CH3:16])=[C:13]([CH3:17])[C:12]=1[CH3:18].Cl[Si:20](CCCC)(C)[C:21]1[CH:26]=[CH:25][CH:24]=[CH:23][CH:22]=1.[C:32](=O)([O-])O.[Na+].C(=O)([O-])[O-].[Na+].[Na+]. The catalyst is O1CCCC1.C1(C)C=CC=CC=1. The product is [CH2:9]([CH2:18][C:12]1[C:11]([SiH2:20][C:21]2[CH:26]=[CH:25][CH:24]=[CH:23][CH:22]=2)([CH3:10])[C:15]([CH3:32])=[C:14]([CH3:16])[C:13]=1[CH3:17])[CH2:4][CH2:5][CH3:6]. The yield is 0.774. (2) The reactants are [Cl:1][C:2]1[CH:7]=[CH:6][C:5]([S:8]([CH:11]([C:21]2[CH:26]=[C:25]([F:27])[CH:24]=[CH:23][C:22]=2[F:28])[C:12]2[N:17]=[CH:16][C:15]([C:18](O)=[O:19])=[CH:14][CH:13]=2)(=[O:10])=[O:9])=[CH:4][CH:3]=1.[CH3:29][N:30]1[CH2:35][CH2:34][NH:33][CH2:32][CH2:31]1.C(N(CC)CC)C.Cl.C(N=C=NCCCN(C)C)C. The catalyst is CN(C)C1C=CN=CC=1.ClCCl.CO. The product is [Cl:1][C:2]1[CH:3]=[CH:4][C:5]([S:8]([CH:11]([C:21]2[CH:26]=[C:25]([F:27])[CH:24]=[CH:23][C:22]=2[F:28])[C:12]2[N:17]=[CH:16][C:15]([C:18]([N:33]3[CH2:34][CH2:35][N:30]([CH3:29])[CH2:31][CH2:32]3)=[O:19])=[CH:14][CH:13]=2)(=[O:10])=[O:9])=[CH:6][CH:7]=1. The yield is 0.800. (3) The yield is 0.590. The catalyst is C(#N)CC.CN(C=O)C.CC([O-])=O.CC([O-])=O.[Pd+2].C(Cl)Cl.CO. The product is [CH3:38][C:32]1([CH3:39])[O:31][C:30]2[CH:29]=[C:28](/[CH:5]=[CH:4]/[C:3]([N:2]([CH3:1])[CH2:7][C:8]3[O:9][C:10]4[CH:17]=[CH:16][CH:15]=[CH:14][C:11]=4[C:12]=3[CH3:13])=[O:6])[CH:37]=[N:36][C:35]=2[NH:34][CH2:33]1. The reactants are [CH3:1][N:2]([CH2:7][C:8]1[O:9][C:10]2[CH:17]=[CH:16][CH:15]=[CH:14][C:11]=2[C:12]=1[CH3:13])[C:3](=[O:6])[CH:4]=[CH2:5].C(N(C(C)C)CC)(C)C.Br[C:28]1[CH:37]=[N:36][C:35]2[NH:34][CH2:33][C:32]([CH3:39])([CH3:38])[O:31][C:30]=2[CH:29]=1.CC1C=CC=CC=1P(C1C=CC=CC=1C)C1C=CC=CC=1C. (4) The reactants are [OH-].[K+].[F:3][C:4]1[C:5]([C:24]2[CH:29]=[CH:28][C:27]([N:30]3[N:34]=[CH:33][CH:32]=[N:31]3)=[CH:26][CH:25]=2)=[CH:6][C:7](=[O:23])[N:8]([CH2:10][CH2:11][C@@:12]([CH3:22])([S:18]([CH3:21])(=[O:20])=[O:19])[C:13]([O:15]CC)=[O:14])[CH:9]=1.O.CO. The catalyst is CC1CCCO1. The product is [F:3][C:4]1[C:5]([C:24]2[CH:25]=[CH:26][C:27]([N:30]3[N:34]=[CH:33][CH:32]=[N:31]3)=[CH:28][CH:29]=2)=[CH:6][C:7](=[O:23])[N:8]([CH2:10][CH2:11][C@@:12]([CH3:22])([S:18]([CH3:21])(=[O:20])=[O:19])[C:13]([OH:15])=[O:14])[CH:9]=1. The yield is 0.961. (5) The reactants are [CH2:1]([N:5]([CH2:23][CH2:24][CH2:25][CH3:26])[C:6]1[CH:11]=[CH:10][C:9]([CH:12]=[CH:13][C:14]2[S:18][C:17]([CH:19]=O)=[CH:16][CH:15]=2)=[C:8]([O:21][CH3:22])[CH:7]=1)[CH2:2][CH2:3][CH3:4].[C:27]([C:29]1[C:30](=[C:40]([C:43]#[N:44])[C:41]#[N:42])[O:31][C:32]([CH3:39])([C:35]([F:38])([F:37])[F:36])[C:33]=1[CH3:34])#[N:28]. The catalyst is C(O)C.O1CCCC1. The product is [CH2:23]([N:5]([CH2:1][CH2:2][CH2:3][CH3:4])[C:6]1[CH:11]=[CH:10][C:9]([CH:12]=[CH:13][C:14]2[S:18][C:17]([CH:19]=[CH:34][C:33]3[C:32]([CH3:39])([C:35]([F:38])([F:36])[F:37])[O:31][C:30](=[C:40]([C:41]#[N:42])[C:43]#[N:44])[C:29]=3[C:27]#[N:28])=[CH:16][CH:15]=2)=[C:8]([O:21][CH3:22])[CH:7]=1)[CH2:24][CH2:25][CH3:26]. The yield is 0.735. (6) The reactants are [NH2:1][C:2]1[C:11]2[CH:10]=[CH:9][CH:8]=[C:7](Br)[C:6]=2[N:5]=[C:4]2[CH2:13][N:14]([CH:17]3[CH2:20][CH2:19][CH2:18]3)[C:15](=[O:16])[C:3]=12.[CH3:21][O:22][C:23]1[CH:28]=[CH:27][C:26]([Cl:29])=[CH:25][C:24]=1B(O)O. No catalyst specified. The product is [NH2:1][C:2]1[C:11]2[CH:10]=[CH:9][CH:8]=[C:7]([C:28]3[CH:27]=[C:26]([Cl:29])[CH:25]=[CH:24][C:23]=3[O:22][CH3:21])[C:6]=2[N:5]=[C:4]2[CH2:13][N:14]([CH:17]3[CH2:20][CH2:19][CH2:18]3)[C:15](=[O:16])[C:3]=12. The yield is 0.788. (7) The reactants are [CH2:1]([O:3][C:4](OCC)=[CH:5][C:6](=[O:11])[C:7]([F:10])([F:9])[F:8])[CH3:2].[NH4+:15].[OH-]. The catalyst is CC#N.O. The product is [NH2:15]/[C:4](/[O:3][CH2:1][CH3:2])=[CH:5]\[C:6](=[O:11])[C:7]([F:10])([F:9])[F:8]. The yield is 0.930. (8) The reactants are [C:1]([C:3]1[CH:8]=[CH:7][C:6]([C:9]2[N:14]=[C:13]([CH:15]=O)[CH:12]=[CH:11][CH:10]=2)=[CH:5][CH:4]=1)#[N:2].[NH2:17][C:18]1[CH:19]=[C:20]([CH:23]=[CH:24][C:25]=1[NH2:26])[C:21]#[N:22].C1(=O)C=CC(=O)C=C1. The catalyst is C(O)C. The product is [C:21]([C:20]1[CH:23]=[CH:24][C:25]2[N:26]=[C:15]([C:13]3[CH:12]=[CH:11][CH:10]=[C:9]([C:6]4[CH:7]=[CH:8][C:3]([C:1]#[N:2])=[CH:4][CH:5]=4)[N:14]=3)[NH:17][C:18]=2[CH:19]=1)#[N:22]. The yield is 0.560.